This data is from Reaction yield outcomes from USPTO patents with 853,638 reactions. The task is: Predict the reaction yield, written as a fraction of the theoretical maximum amount of product (1.0 means a 100% yield; for example, 0.34 means a 34% yield). (1) The reactants are [Br:1][C:2]1[CH:7]=[CH:6][C:5]([S:8][CH:9]2[CH2:14][CH2:13][O:12][CH2:11][CH2:10]2)=[CH:4][CH:3]=1.[OH:15]OS([O-])=O.[K+].C1COCC1.[OH2:26]. The catalyst is O. The product is [Br:1][C:2]1[CH:3]=[CH:4][C:5]([S:8]([CH:9]2[CH2:14][CH2:13][O:12][CH2:11][CH2:10]2)(=[O:15])=[O:26])=[CH:6][CH:7]=1. The yield is 0.960. (2) The reactants are [F:1][C:2]1[CH:9]=[CH:8][C:5]([CH:6]=O)=[CH:4][CH:3]=1.[C:10](Br)(Br)([Br:12])[Br:11].C1(P(C2C=CC=CC=2)C2C=CC=CC=2)C=CC=CC=1. The catalyst is C(Cl)Cl. The product is [Br:11][C:10]([Br:12])=[CH:6][C:5]1[CH:8]=[CH:9][C:2]([F:1])=[CH:3][CH:4]=1. The yield is 0.440. (3) The reactants are FC(F)(F)S(O[C:7]1[CH:8]=[N:9][CH:10]=[C:11]([Cl:13])[CH:12]=1)(=O)=O.C(N(CC)CC)C.[CH3:23][Si:24]([C:27]#[CH:28])([CH3:26])[CH3:25].CCCCCC. The catalyst is COCCOC.[Cu]I.C(OCC)(=O)C. The product is [Cl:13][C:11]1[CH:10]=[N:9][CH:8]=[C:7]([C:28]#[C:27][Si:24]([CH3:26])([CH3:25])[CH3:23])[CH:12]=1. The yield is 0.870. (4) The reactants are [Cl:1][C:2]1[N:20]=[CH:19][C:5]2[C:6]3[N:7]([CH:11]=[C:12]([C:14]4[NH:15][CH:16]=[CH:17][N:18]=4)[N:13]=3)[CH2:8][CH2:9][O:10][C:4]=2[CH:3]=1.C([O-])([O-])=O.[Cs+].[Cs+].[CH:27](I)([CH3:29])[CH3:28]. The catalyst is CN(C)C=O.O.CCOC(C)=O. The product is [Cl:1][C:2]1[N:20]=[CH:19][C:5]2[C:6]3[N:7]([CH:11]=[C:12]([C:14]4[N:18]([CH:27]([CH3:29])[CH3:28])[CH:17]=[CH:16][N:15]=4)[N:13]=3)[CH2:8][CH2:9][O:10][C:4]=2[CH:3]=1. The yield is 0.480. (5) The reactants are Br[C:2]1[CH:7]=[CH:6][CH:5]=[CH:4][N:3]=1.[Li]CCCC.[Br:13][C:14]1[CH:19]=[CH:18][C:17]([NH:20][C:21]2[C:22]([CH:32]=[O:33])=[CH:23][C:24]3[N:28]([CH3:29])[CH:27]=[N:26][C:25]=3[C:30]=2[F:31])=[C:16]([Cl:34])[CH:15]=1. The catalyst is C1COCC1. The product is [Br:13][C:14]1[CH:19]=[CH:18][C:17]([NH:20][C:21]2[C:22]([CH:32]([C:2]3[CH:7]=[CH:6][CH:5]=[CH:4][N:3]=3)[OH:33])=[CH:23][C:24]3[N:28]([CH3:29])[CH:27]=[N:26][C:25]=3[C:30]=2[F:31])=[C:16]([Cl:34])[CH:15]=1. The yield is 0.620.